Dataset: Reaction yield outcomes from USPTO patents with 853,638 reactions. Task: Predict the reaction yield, written as a fraction of the theoretical maximum amount of product (1.0 means a 100% yield; for example, 0.34 means a 34% yield). (1) The reactants are C1CO[C:8]2[CH:7]=[CH:6][C:5]([NH:11][C:12]3[C:17]([F:18])=[CH:16][N:15]=[C:14]([NH:19][C:20]4[CH:25]=[CH:24][CH:23]=[C:22](O)[CH:21]=4)[N:13]=3)=[CH:4][C:3]=2[O:2]1.ClC1N=C(NC2C=CC=C(O)C=2)C(F)=CN=1.[S:43]1[C:47]2C=CC=CC=2[C:45](CN)=[CH:44]1. No catalyst specified. The product is [S:43]1[C:44]2[CH:45]=[CH:21][CH:22]=[CH:23][C:24]=2[C:25]([CH2:20][NH:19][C:14]2[N:13]=[C:12]([NH:11][C:5]3[CH:6]=[CH:7][CH:8]=[C:3]([OH:2])[CH:4]=3)[C:17]([F:18])=[CH:16][N:15]=2)=[CH:47]1. The yield is 0.530. (2) The reactants are [CH:1]1([CH2:4][CH2:5][NH:6][C:7]([C:9]2[N:10]=[N:11][C:12]([N:15]3[CH2:20][CH2:19][CH:18]([CH2:21][OH:22])[CH2:17][CH2:16]3)=[CH:13][CH:14]=2)=[O:8])[CH2:3][CH2:2]1.O[C:24]1[CH:29]=[CH:28][CH:27]=[CH:26][C:25]=1[C:30]([F:33])([F:32])[F:31].C1(P(C2C=CC=CC=2)C2C=CC=CC=2)C=CC=CC=1.N(C(OCC)=O)=NC(OCC)=O. The yield is 0.400. The product is [CH:1]1([CH2:4][CH2:5][NH:6][C:7]([C:9]2[N:10]=[N:11][C:12]([N:15]3[CH2:20][CH2:19][CH:18]([CH2:21][O:22][C:24]4[CH:29]=[CH:28][CH:27]=[CH:26][C:25]=4[C:30]([F:33])([F:32])[F:31])[CH2:17][CH2:16]3)=[CH:13][CH:14]=2)=[O:8])[CH2:2][CH2:3]1. The catalyst is C1COCC1.